From a dataset of Reaction yield outcomes from USPTO patents with 853,638 reactions. Predict the reaction yield, written as a fraction of the theoretical maximum amount of product (1.0 means a 100% yield; for example, 0.34 means a 34% yield). (1) The reactants are Cl[C:2]1[CH:3]=[CH:4][N:5]2[C:10]([C:11]=1[CH3:12])=[C:9]([CH:13]1[CH2:15][CH2:14]1)[CH:8]=[C:7]([C:16]([O:18][CH3:19])=[O:17])[C:6]2=[O:20].[F:21][C:22]1[CH:23]=[C:24](B(O)O)[CH:25]=[CH:26][CH:27]=1. No catalyst specified. The product is [CH:13]1([C:9]2[CH:8]=[C:7]([C:16]([O:18][CH3:19])=[O:17])[C:6](=[O:20])[N:5]3[C:10]=2[C:11]([CH3:12])=[C:2]([C:26]2[CH:25]=[CH:24][CH:23]=[C:22]([F:21])[CH:27]=2)[CH:3]=[CH:4]3)[CH2:15][CH2:14]1. The yield is 0.770. (2) The reactants are [Br:1][C:2]1[C:3]([CH2:18][NH:19][C:20]([C@H:22]2[N:26](C(OC(C)(C)C)=O)[C@@H:25]([CH3:34])[C@H:24]([F:35])[CH2:23]2)=[O:21])=[CH:4][C:5]([C:8]2[CH:9]=[N:10][C:11]([C:14]([F:17])([F:16])[F:15])=[N:12][CH:13]=2)=[N:6][CH:7]=1.[ClH:36]. The catalyst is O1CCOCC1. The product is [ClH:36].[Br:1][C:2]1[C:3]([CH2:18][NH:19][C:20]([C@@H:22]2[CH2:23][C@@H:24]([F:35])[C@H:25]([CH3:34])[NH:26]2)=[O:21])=[CH:4][C:5]([C:8]2[CH:9]=[N:10][C:11]([C:14]([F:17])([F:16])[F:15])=[N:12][CH:13]=2)=[N:6][CH:7]=1. The yield is 0.920. (3) The reactants are [C:1](=O)([O-])[O-].[K+].[K+].CB1OB(C)OB(C)O1.O1CCOCC1.Br[C:23]1[CH:24]=[CH:25][C:26]([Cl:47])=[C:27]([C:29]2[C:38]3[C:33](=[CH:34][CH:35]=[CH:36][CH:37]=3)[C:32]([C@@H:39]([CH3:42])[CH2:40][CH3:41])=[C:31]([C:43]([NH:45][CH3:46])=[O:44])[N:30]=2)[CH:28]=1. The catalyst is C1C=CC([P]([Pd]([P](C2C=CC=CC=2)(C2C=CC=CC=2)C2C=CC=CC=2)([P](C2C=CC=CC=2)(C2C=CC=CC=2)C2C=CC=CC=2)[P](C2C=CC=CC=2)(C2C=CC=CC=2)C2C=CC=CC=2)(C2C=CC=CC=2)C2C=CC=CC=2)=CC=1.O. The product is [Cl:47][C:26]1[CH:25]=[CH:24][C:23]([CH3:1])=[CH:28][C:27]=1[C:29]1[C:38]2[C:33](=[CH:34][CH:35]=[CH:36][CH:37]=2)[C:32]([C@@H:39]([CH3:42])[CH2:40][CH3:41])=[C:31]([C:43]([NH:45][CH3:46])=[O:44])[N:30]=1. The yield is 0.890. (4) The reactants are [Cl:1][C:2]1[CH:10]=[CH:9][C:8]([CH3:11])=[CH:7][C:3]=1[C:4](O)=[O:5].[CH3:12][NH:13][O:14][CH3:15].CCN(CC)CC.CCCP1(OP(CCC)(=O)OP(CCC)(=O)O1)=O. The catalyst is C(Cl)Cl. The product is [Cl:1][C:2]1[CH:10]=[CH:9][C:8]([CH3:11])=[CH:7][C:3]=1[C:4]([N:13]([O:14][CH3:15])[CH3:12])=[O:5]. The yield is 0.950. (5) The reactants are [CH3:1][C:2]1[CH:3]=[CH:4][CH:5]=[C:6]2[C:11]=1[NH:10][CH2:9][CH2:8][CH2:7]2.[Cl:12][CH2:13][C:14](Cl)=[O:15].C(N(CC)CC)C. The catalyst is C(Cl)Cl. The product is [Cl:12][CH2:13][C:14]([N:10]1[C:11]2[C:6](=[CH:5][CH:4]=[CH:3][C:2]=2[CH3:1])[CH2:7][CH2:8][CH2:9]1)=[O:15]. The yield is 0.970. (6) The reactants are [Cl:1][C:2]1[CH:3]=[C:4]([CH:29]=[CH:30][C:31]=1[O:32][CH:33]([CH3:35])[CH3:34])[C:5]([NH:7][C@H:8]([CH2:26][CH2:27][OH:28])[CH2:9][C:10]1[CH:15]=[CH:14][C:13]([C:16]2[N:17]=[C:18]([C:22](=NO)[CH3:23])[N:19]([CH3:21])[CH:20]=2)=[CH:12][CH:11]=1)=[O:6].[C:36]([O-:39])([O-])=O.[K+].[K+].BrC[C:44](OCC)=[O:45]. The catalyst is CN(C=O)C.O. The product is [Cl:1][C:2]1[CH:3]=[C:4]([CH:29]=[CH:30][C:31]=1[O:32][CH:33]([CH3:34])[CH3:35])[C:5]([NH:7][C@H:8]([CH2:26][CH2:27][OH:28])[CH2:9][C:10]1[CH:15]=[CH:14][C:13]([C:16]2[N:17]=[C:18]([C:22]3([CH3:23])[O:39][CH2:36][CH2:44][O:45]3)[N:19]([CH3:21])[CH:20]=2)=[CH:12][CH:11]=1)=[O:6]. The yield is 0.910. (7) The reactants are [C:1]([Si:5]([CH3:18])([CH3:17])[O:6][CH2:7][C:8]([CH3:16])([CH3:15])[CH2:9]OS(C)(=O)=O)([CH3:4])([CH3:3])[CH3:2].[C-:19]#[N:20].[K+].O. The catalyst is CS(C)=O. The product is [C:1]([Si:5]([CH3:18])([CH3:17])[O:6][CH2:7][C:8]([CH3:16])([CH3:15])[CH2:9][C:19]#[N:20])([CH3:4])([CH3:3])[CH3:2]. The yield is 0.570. (8) The reactants are [NH2:1][C:2]1[C:13]([C:14]([O:16]CC=C)=[O:15])=[C:5]2[N:6]=[CH:7][C:8]([CH2:10][C:11]#[N:12])=[CH:9][N:4]2[N:3]=1.C1([SiH3])C=CC=CC=1. The catalyst is C(Cl)Cl.C1C=CC([P]([Pd]([P](C2C=CC=CC=2)(C2C=CC=CC=2)C2C=CC=CC=2)([P](C2C=CC=CC=2)(C2C=CC=CC=2)C2C=CC=CC=2)[P](C2C=CC=CC=2)(C2C=CC=CC=2)C2C=CC=CC=2)(C2C=CC=CC=2)C2C=CC=CC=2)=CC=1. The product is [NH2:1][C:2]1[C:13]([C:14]([OH:16])=[O:15])=[C:5]2[N:6]=[CH:7][C:8]([CH2:10][C:11]#[N:12])=[CH:9][N:4]2[N:3]=1. The yield is 1.00. (9) The reactants are [Cl:1][C:2]1[CH:3]=[C:4]([C:8]#[C:9][C:10]2[CH2:14][C:13]3([CH2:18][CH2:17][NH:16][CH2:15]3)[O:12][N:11]=2)[CH:5]=[CH:6][CH:7]=1.[CH3:19][N:20]1[CH2:25][CH2:24][N:23]([C:26](Cl)=[O:27])[CH2:22][CH2:21]1. The catalyst is ClCCl. The product is [Cl:1][C:2]1[CH:3]=[C:4]([C:8]#[C:9][C:10]2[CH2:14][C:13]3([CH2:18][CH2:17][N:16]([C:26]([N:23]4[CH2:24][CH2:25][N:20]([CH3:19])[CH2:21][CH2:22]4)=[O:27])[CH2:15]3)[O:12][N:11]=2)[CH:5]=[CH:6][CH:7]=1. The yield is 0.490.